From a dataset of Catalyst prediction with 721,799 reactions and 888 catalyst types from USPTO. Predict which catalyst facilitates the given reaction. (1) Reactant: [O:1]1[CH:5]=[CH:4][CH:3]=[C:2]1[C:6]1[C:11]([I:12])=[C:10](S(C)=O)[N:9]=[C:8]([NH2:16])[N:7]=1.[CH:17]1([OH:23])[CH2:22][CH2:21][CH2:20][CH2:19][CH2:18]1.C1CCN2C(=NCCC2)CC1. Product: [CH:17]1([O:23][C:10]2[C:11]([I:12])=[C:6]([C:2]3[O:1][CH:5]=[CH:4][CH:3]=3)[N:7]=[C:8]([NH2:16])[N:9]=2)[CH2:22][CH2:21][CH2:20][CH2:19][CH2:18]1. The catalyst class is: 1. (2) Reactant: [F:1][CH:2]([F:19])[O:3][C:4]1[CH:9]=[CH:8][C:7]([C:10]#[C:11][Si](C)(C)C)=[CH:6][C:5]=1[CH2:16][CH2:17][F:18].C(=O)([O-])[O-].[K+].[K+]. Product: [F:1][CH:2]([F:19])[O:3][C:4]1[CH:9]=[CH:8][C:7]([C:10]#[CH:11])=[CH:6][C:5]=1[CH2:16][CH2:17][F:18]. The catalyst class is: 5. (3) Reactant: FC(F)(F)C([NH:5][C:6]1[CH:11]=[CH:10][C:9]([CH:12]=[CH2:13])=[CH:8][CH:7]=1)=O.[N+](=[CH:18][C:19]([O:21][CH2:22][CH3:23])=[O:20])=[N-].C(=O)([O-])[O-].[K+].[K+].O. The catalyst class is: 22. Product: [CH2:22]([O:21][C:19]([C@@H:18]1[CH2:13][C@H:12]1[C:9]1[CH:8]=[CH:7][C:6]([NH2:5])=[CH:11][CH:10]=1)=[O:20])[CH3:23]. (4) Product: [N:7]1[CH:8]=[CH:9][CH:10]=[CH:11][C:6]=1[C:3]1[CH:4]=[CH:5][N:1]([C:13]2[CH:14]=[C:15]([CH:18]=[CH:19][CH:20]=2)[C:16]#[N:17])[N:2]=1. Reactant: [NH:1]1[CH:5]=[CH:4][C:3]([C:6]2[CH:11]=[CH:10][CH:9]=[CH:8][N:7]=2)=[N:2]1.F[C:13]1[CH:14]=[C:15]([CH:18]=[CH:19][CH:20]=1)[C:16]#[N:17].C([O-])([O-])=O.[K+].[K+].O. The catalyst class is: 31. (5) Reactant: Cl.Cl[CH2:3][CH2:4][N:5]1[CH2:9][CH2:8][CH2:7][CH2:6]1.[F:10][C:11]1[CH:16]=[C:15]([N+:17]([O-:19])=[O:18])[CH:14]=[CH:13][C:12]=1[OH:20].C(=O)([O-])[O-].[Cs+].[Cs+]. Product: [F:10][C:11]1[CH:16]=[C:15]([N+:17]([O-:19])=[O:18])[CH:14]=[CH:13][C:12]=1[O:20][CH2:3][CH2:4][N:5]1[CH2:9][CH2:8][CH2:7][CH2:6]1. The catalyst class is: 173. (6) Reactant: [CH2:1]([C:5]1[NH:6][C:7](=[O:15])[C:8]2[C:13]([CH3:14])=[N:12][S:11][C:9]=2[N:10]=1)[CH:2]([CH3:4])[CH3:3].C([O-])([O-])=O.[K+].[K+].[CH2:22](Br)[C:23]1[CH:28]=[CH:27][CH:26]=[CH:25][CH:24]=1. Product: [CH2:22]([N:6]1[C:7](=[O:15])[C:8]2[C:13]([CH3:14])=[N:12][S:11][C:9]=2[N:10]=[C:5]1[CH2:1][CH:2]([CH3:4])[CH3:3])[C:23]1[CH:28]=[CH:27][CH:26]=[CH:25][CH:24]=1. The catalyst class is: 3. (7) Reactant: COCCO[AlH2-]OCCOC.[Na+].[C:13]1([C:19]#[C:20][CH2:21][OH:22])[CH:18]=[CH:17][CH:16]=[CH:15][CH:14]=1.[I:23]Cl.C(O)(=O)C(C(C(O)=O)O)O.[Na].[K]. Product: [I:23][C:19]([C:13]1[CH:18]=[CH:17][CH:16]=[CH:15][CH:14]=1)=[CH:20][CH2:21][OH:22]. The catalyst class is: 715.